From a dataset of Reaction yield outcomes from USPTO patents with 853,638 reactions. Predict the reaction yield, written as a fraction of the theoretical maximum amount of product (1.0 means a 100% yield; for example, 0.34 means a 34% yield). (1) The reactants are [CH2:1]([O:8][CH2:9][CH:10]=[O:11])[C:2]1[CH:7]=[CH:6][CH:5]=[CH:4][CH:3]=1.CO[CH:14]=[CH:15][C:16]([O:18][Si](C)(C)C)=[CH2:17].O1CCCC1. The catalyst is C1(C)C=CC=CC=1.[Cl-].[Zn+2].[Cl-]. The product is [CH2:1]([O:8][CH2:9][CH:10]1[CH2:17][C:16](=[O:18])[CH:15]=[CH:14][O:11]1)[C:2]1[CH:7]=[CH:6][CH:5]=[CH:4][CH:3]=1. The yield is 0.650. (2) The reactants are [F:1][C:2]([F:35])([O:6][C:7]1[CH:12]=[CH:11][C:10]([C:13]2[CH:18]=[CH:17][C:16]([S:19]([C:22]3([C:28]([O:30][C:31]([CH3:34])([CH3:33])[CH3:32])=[O:29])[CH2:27][CH2:26][NH:25][CH2:24][CH2:23]3)(=[O:21])=[O:20])=[CH:15][CH:14]=2)=[CH:9][CH:8]=1)[CH:3]([F:5])[F:4].[CH2:36](N(C(C)C)C(C)C)[CH3:37].C(I)C. The catalyst is CN(C)C=O.C(OCC)(=O)C. The product is [CH2:36]([N:25]1[CH2:26][CH2:27][C:22]([S:19]([C:16]2[CH:15]=[CH:14][C:13]([C:10]3[CH:11]=[CH:12][C:7]([O:6][C:2]([F:1])([F:35])[CH:3]([F:4])[F:5])=[CH:8][CH:9]=3)=[CH:18][CH:17]=2)(=[O:20])=[O:21])([C:28]([O:30][C:31]([CH3:32])([CH3:34])[CH3:33])=[O:29])[CH2:23][CH2:24]1)[CH3:37]. The yield is 0.770. (3) The reactants are [Br:1][C:2]1[C:3]([F:12])=[C:4]2[C:10]([NH2:11])=[CH:9][NH:8][C:5]2=[N:6][CH:7]=1.[CH3:13][C:14]1[S:15][CH:16]=[C:17]([C:19](O)=[O:20])[N:18]=1.C(N(CC)CC)C.C1N(P(Cl)(N2C(=O)OCC2)=O)C(=O)OC1. The catalyst is C(Cl)Cl. The product is [Br:1][C:2]1[C:3]([F:12])=[C:4]2[C:10]([NH:11][C:19]([C:17]3[N:18]=[C:14]([CH3:13])[S:15][CH:16]=3)=[O:20])=[CH:9][NH:8][C:5]2=[N:6][CH:7]=1. The yield is 0.680. (4) The yield is 0.730. The product is [NH2:13][C@H:7]1[CH2:6][C:5]2[C:10](=[CH:11][CH:12]=[C:3]([C:1]#[N:2])[CH:4]=2)[NH:9][CH2:8]1. The reactants are [C:1]([C:3]1[CH:4]=[C:5]2[C:10](=[CH:11][CH:12]=1)[NH:9][CH2:8][C@@H:7]([NH:13]C(=O)[C@@H](O)C1C=CC=CC=1)[CH2:6]2)#[N:2].S(=O)(=O)(O)O. The catalyst is CCO.